This data is from Full USPTO retrosynthesis dataset with 1.9M reactions from patents (1976-2016). The task is: Predict the reactants needed to synthesize the given product. (1) Given the product [NH2:3][C:4]1[CH:5]=[CH:6][C:7]([CH:10]([OH:19])[CH2:11][CH2:12][C:13]2[CH:18]=[CH:17][CH:16]=[CH:15][N:14]=2)=[CH:8][CH:9]=1, predict the reactants needed to synthesize it. The reactants are: [BH4-].[Na+].[NH2:3][C:4]1[CH:9]=[CH:8][C:7]([C:10](=[O:19])[CH2:11][CH2:12][C:13]2[CH:18]=[CH:17][CH:16]=[CH:15][N:14]=2)=[CH:6][CH:5]=1. (2) The reactants are: Cl[C:2]1[CH:3]=[C:4]([C:12]([C:14]2[CH:15]=[N:16][CH:17]=[N:18][CH:19]=2)=[O:13])[CH:5]=[C:6]2[C:11]=1[N:10]=[CH:9][CH:8]=[CH:7]2.[CH:20]([B-](F)(F)F)=[CH2:21].[K+].C(N(CC)CC)C. Given the product [N:16]1[CH:15]=[C:14]([C:12]([C:4]2[CH:5]=[C:6]3[C:11](=[C:2]([CH:20]=[CH2:21])[CH:3]=2)[N:10]=[CH:9][CH:8]=[CH:7]3)=[O:13])[CH:19]=[N:18][CH:17]=1, predict the reactants needed to synthesize it. (3) Given the product [CH3:1][C:2]1[C:6]2[C:7](=[O:19])[N:8]([CH2:11][CH2:12][N:13]3[CH2:14][CH2:15][O:16][CH2:17][CH2:18]3)[CH2:9][CH2:10][C:5]=2[NH:4][C:3]=1[CH:20]=[C:25]1[C:24]2[C:28](=[CH:29][CH:30]=[CH:31][C:23]=2[CH3:22])[NH:27][C:26]1=[O:32], predict the reactants needed to synthesize it. The reactants are: [CH3:1][C:2]1[C:6]2[C:7](=[O:19])[N:8]([CH2:11][CH2:12][N:13]3[CH2:18][CH2:17][O:16][CH2:15][CH2:14]3)[CH2:9][CH2:10][C:5]=2[NH:4][C:3]=1[CH:20]=O.[CH3:22][C:23]1[CH:31]=[CH:30][CH:29]=[C:28]2[C:24]=1[CH2:25][C:26](=[O:32])[NH:27]2. (4) Given the product [C:16]([C:15]1[CH:19]=[CH:20][C:21]([O:22][CH3:23])=[C:13]([NH:12][C:8]([C:7]2[C:6]([Cl:11])=[N:5][CH:4]=[N:3][C:2]=2[Cl:1])=[O:9])[CH:14]=1)(=[O:17])[NH2:18], predict the reactants needed to synthesize it. The reactants are: [Cl:1][C:2]1[C:7]([C:8](Cl)=[O:9])=[C:6]([Cl:11])[N:5]=[CH:4][N:3]=1.[NH2:12][C:13]1[CH:14]=[C:15]([CH:19]=[CH:20][C:21]=1[O:22][CH3:23])[C:16]([NH2:18])=[O:17]. (5) Given the product [N:19]1[N:18]=[CH:17][N:16]2[C:11]([O:8][C:7]3[C:2]([NH2:1])=[N:3][CH:4]=[C:5]([Br:9])[CH:6]=3)=[CH:12][CH:13]=[CH:14][C:15]=12, predict the reactants needed to synthesize it. The reactants are: [NH2:1][C:2]1[C:7]([OH:8])=[CH:6][C:5]([Br:9])=[CH:4][N:3]=1.Cl[C:11]1[N:16]2[CH:17]=[N:18][N:19]=[C:15]2[CH:14]=[CH:13][CH:12]=1. (6) Given the product [CH3:38][O:37][C:35]([CH:23]1[CH2:24][CH2:25][N:26]([C:14]([C:3]2[C:4]([C:7]3[CH:12]=[CH:11][CH:10]=[CH:9][C:8]=3[F:13])=[N:5][O:6][C:2]=2[NH2:1])=[O:16])[CH2:28][CH2:40]1)=[O:36], predict the reactants needed to synthesize it. The reactants are: [NH2:1][C:2]1[O:6][N:5]=[C:4]([C:7]2[CH:12]=[CH:11][CH:10]=[CH:9][C:8]=2[F:13])[C:3]=1[C:14]([OH:16])=O.Cl.C(N=C=N[CH2:23][CH2:24][CH2:25][N:26]([CH3:28])C)C.N1CCN([C:35]([O:37][CH3:38])=[O:36])CC1.Cl[CH2:40]Cl. (7) Given the product [C:1]([O:5][C:6]([NH:8][CH2:9][C:10]1[CH:35]=[CH:34][C:13]([CH2:14][O:15][C:16]2[CH:21]=[CH:20][C:19]([C:22]([OH:33])([C:27]3[CH:32]=[CH:31][CH:30]=[CH:29][CH:28]=3)[C:23]([OH:25])=[O:24])=[CH:18][CH:17]=2)=[CH:12][CH:11]=1)=[O:7])([CH3:4])([CH3:2])[CH3:3], predict the reactants needed to synthesize it. The reactants are: [C:1]([O:5][C:6]([NH:8][CH2:9][C:10]1[CH:35]=[CH:34][C:13]([CH2:14][O:15][C:16]2[CH:21]=[CH:20][C:19]([C:22]([OH:33])([C:27]3[CH:32]=[CH:31][CH:30]=[CH:29][CH:28]=3)[C:23]([O:25]C)=[O:24])=[CH:18][CH:17]=2)=[CH:12][CH:11]=1)=[O:7])([CH3:4])([CH3:3])[CH3:2].[Li+].[OH-]. (8) Given the product [CH2:33]([O:32][C:30](=[O:31])[NH:11][CH2:10][CH:8]1[CH2:7][C:6]2[CH:12]=[C:2]([F:1])[CH:3]=[C:4]([C:13]3[CH:18]=[CH:17][CH:16]=[CH:15][C:14]=3[CH3:19])[C:5]=2[O:9]1)[C:34]1[CH:39]=[CH:38][CH:37]=[CH:36][CH:35]=1, predict the reactants needed to synthesize it. The reactants are: [F:1][C:2]1[CH:3]=[C:4]([C:13]2[CH:18]=[CH:17][CH:16]=[CH:15][C:14]=2[CH3:19])[C:5]2[O:9][CH:8]([CH2:10][NH2:11])[CH2:7][C:6]=2[CH:12]=1.C(N(C(C)C)CC)(C)C.Cl[C:30]([O:32][CH2:33][C:34]1[CH:39]=[CH:38][CH:37]=[CH:36][CH:35]=1)=[O:31].C1(C2C3OC(CNC(=O)OCC4C=CC=CC=4)CC=3C=CC=2)CCCC1.